From a dataset of P-glycoprotein inhibition data for predicting drug efflux from Broccatelli et al.. Regression/Classification. Given a drug SMILES string, predict its absorption, distribution, metabolism, or excretion properties. Task type varies by dataset: regression for continuous measurements (e.g., permeability, clearance, half-life) or binary classification for categorical outcomes (e.g., BBB penetration, CYP inhibition). Dataset: pgp_broccatelli. (1) The molecule is CCCc1cc(=O)[nH]c(=S)[nH]1. The result is 0 (non-inhibitor). (2) The molecule is CCN(CC)CCOc1ccc2c(c1)C(=O)c1cc(OCCN(CC)CC)ccc1-2. The result is 0 (non-inhibitor). (3) The compound is O[C@H](COc1cccc2ncccc12)CN1CCN(C2c3ccccc3[C@H]3C[C@H]3c3ccccc32)CC1. The result is 1 (inhibitor). (4) The compound is O=C(CCc1ccccc1)c1cccc(OC[C@H](O)CN2CCOCC2)c1. The result is 1 (inhibitor). (5) The molecule is COc1ccc([C@H]2Sc3ccccc3N(CCN(C)C)C(=O)[C@@H]2OC(C)=O)cc1. The result is 1 (inhibitor). (6) The molecule is O=c1[nH]c2cc(Cl)ccc2o1. The result is 0 (non-inhibitor). (7) The drug is Nc1ncnc2c1ncn2[C@H]1O[C@H](CO)[C@H](O)[C@H]1O. The result is 0 (non-inhibitor).